From a dataset of Catalyst prediction with 721,799 reactions and 888 catalyst types from USPTO. Predict which catalyst facilitates the given reaction. (1) Reactant: [OH-].[Na+:2].C([O:5][C:6]([CH:8]1[CH2:13][CH2:12][N:11]([C:14]2[CH:15]=[C:16]3[C:21](=[C:22]([C:24]4[CH:29]=[CH:28][CH:27]=[C:26]([F:30])[CH:25]=4)[N:23]=2)[N:20]=[CH:19][CH:18]=[CH:17]3)[CH2:10][CH2:9]1)=[O:7])C.O.C(OCC)(=O)C. Product: [F:30][C:26]1[CH:25]=[C:24]([C:22]2[N:23]=[C:14]([N:11]3[CH2:12][CH2:13][CH:8]([C:6]([O-:7])=[O:5])[CH2:9][CH2:10]3)[CH:15]=[C:16]3[C:21]=2[N:20]=[CH:19][CH:18]=[CH:17]3)[CH:29]=[CH:28][CH:27]=1.[Na+:2]. The catalyst class is: 1. (2) Product: [O:9]1[CH2:14][CH2:13][CH:12]([NH:1][C:2]2[CH:7]=[CH:6][CH:5]=[CH:4][C:3]=2[OH:8])[CH2:11][CH2:10]1. Reactant: [NH2:1][C:2]1[CH:7]=[CH:6][CH:5]=[CH:4][C:3]=1[OH:8].[O:9]1[CH2:14][CH2:13][C:12](=O)[CH2:11][CH2:10]1.C(O[BH-](OC(=O)C)OC(=O)C)(=O)C.[Na+]. The catalyst class is: 26. (3) Reactant: [CH3:1][S:2]([O:5][CH3:6])(=[O:4])=[O:3].[Li]CCCC.[CH3:12][C:13]1[CH:20]=[C:19]([O:21][CH:22]2[CH2:27][CH2:26][CH2:25][CH2:24][O:23]2)[CH:18]=[C:17]([B:28]2[O:32]C(C)(C)[C:30](C)(C)[O:29]2)[C:14]=1C=O. Product: [OH:32][B:28]1[C:17]2[CH:18]=[C:19]([O:21][CH:22]3[CH2:27][CH2:26][CH2:25][CH2:24][O:23]3)[CH:20]=[C:13]([CH3:12])[C:14]=2[CH:30]([CH2:1][S:2]([O:5][CH3:6])(=[O:4])=[O:3])[O:29]1. The catalyst class is: 1. (4) Reactant: [NH2:1][C@H:2]1[CH2:6][CH2:5][CH2:4][C@@H:3]1[NH:7][C:8](=[O:14])OC(C)(C)C.CCN(C(C)C)C(C)C.[CH3:24][O:25][C:26]1[CH:34]=[CH:33][CH:32]=[C:31]([O:35][CH3:36])[C:27]=1C([Cl:30])=O. Product: [ClH:30].[NH2:1][C@@H:2]1[CH2:6][CH2:5][CH2:4][C@@H:3]1[NH:7][C:8](=[O:14])[C:27]1[C:26]([O:25][CH3:24])=[CH:34][CH:33]=[CH:32][C:31]=1[O:35][CH3:36]. The catalyst class is: 2. (5) Reactant: [H-].[Na+].[CH3:3][C:4]1[CH:9]=[C:8]([CH2:10][N:11]2[CH2:16][CH2:15][O:14][CH2:13][CH2:12]2)[CH:7]=[CH:6][C:5]=1[OH:17].CS(O[CH:23]1[CH2:26][N:25]([C:27]([O:29][C:30]([CH3:33])([CH3:32])[CH3:31])=[O:28])[CH2:24]1)(=O)=O.O. Product: [CH3:3][C:4]1[CH:9]=[C:8]([CH2:10][N:11]2[CH2:16][CH2:15][O:14][CH2:13][CH2:12]2)[CH:7]=[CH:6][C:5]=1[O:17][CH:23]1[CH2:24][N:25]([C:27]([O:29][C:30]([CH3:33])([CH3:32])[CH3:31])=[O:28])[CH2:26]1. The catalyst class is: 3.